Dataset: Peptide-MHC class I binding affinity with 185,985 pairs from IEDB/IMGT. Task: Regression. Given a peptide amino acid sequence and an MHC pseudo amino acid sequence, predict their binding affinity value. This is MHC class I binding data. (1) The peptide sequence is LSDDAVVCY. The MHC is HLA-A24:02 with pseudo-sequence HLA-A24:02. The binding affinity (normalized) is 0. (2) The peptide sequence is WAMEKSSKY. The MHC is HLA-B07:02 with pseudo-sequence HLA-B07:02. The binding affinity (normalized) is 0. (3) The peptide sequence is NFFTELENK. The MHC is HLA-A31:01 with pseudo-sequence HLA-A31:01. The binding affinity (normalized) is 0.178. (4) The peptide sequence is WFLYVSQQI. The MHC is HLA-B57:01 with pseudo-sequence HLA-B57:01. The binding affinity (normalized) is 0.0847. (5) The peptide sequence is KLIQIEKVL. The MHC is HLA-A02:12 with pseudo-sequence HLA-A02:12. The binding affinity (normalized) is 0.214. (6) The peptide sequence is SYVFNFHKY. The MHC is HLA-A26:02 with pseudo-sequence HLA-A26:02. The binding affinity (normalized) is 0.231.